From a dataset of NCI-60 drug combinations with 297,098 pairs across 59 cell lines. Regression. Given two drug SMILES strings and cell line genomic features, predict the synergy score measuring deviation from expected non-interaction effect. (1) Drug 1: CCC1(CC2CC(C3=C(CCN(C2)C1)C4=CC=CC=C4N3)(C5=C(C=C6C(=C5)C78CCN9C7C(C=CC9)(C(C(C8N6C=O)(C(=O)OC)O)OC(=O)C)CC)OC)C(=O)OC)O.OS(=O)(=O)O. Drug 2: CC(C)NC(=O)C1=CC=C(C=C1)CNNC.Cl. Cell line: LOX IMVI. Synergy scores: CSS=44.8, Synergy_ZIP=0.117, Synergy_Bliss=-1.61, Synergy_Loewe=-23.9, Synergy_HSA=-2.38. (2) Drug 1: CC1C(C(CC(O1)OC2CC(OC(C2O)C)OC3=CC4=CC5=C(C(=O)C(C(C5)C(C(=O)C(C(C)O)O)OC)OC6CC(C(C(O6)C)O)OC7CC(C(C(O7)C)O)OC8CC(C(C(O8)C)O)(C)O)C(=C4C(=C3C)O)O)O)O. Drug 2: CCCCC(=O)OCC(=O)C1(CC(C2=C(C1)C(=C3C(=C2O)C(=O)C4=C(C3=O)C=CC=C4OC)O)OC5CC(C(C(O5)C)O)NC(=O)C(F)(F)F)O. Cell line: SNB-75. Synergy scores: CSS=94.1, Synergy_ZIP=9.23, Synergy_Bliss=9.37, Synergy_Loewe=8.29, Synergy_HSA=9.43. (3) Drug 1: C1CCN(CC1)CCOC2=CC=C(C=C2)C(=O)C3=C(SC4=C3C=CC(=C4)O)C5=CC=C(C=C5)O. Drug 2: C1=CC(=CC=C1C#N)C(C2=CC=C(C=C2)C#N)N3C=NC=N3. Cell line: NCI-H460. Synergy scores: CSS=-9.04, Synergy_ZIP=8.12, Synergy_Bliss=4.73, Synergy_Loewe=-5.91, Synergy_HSA=-6.41. (4) Drug 1: C1CN1C2=NC(=NC(=N2)N3CC3)N4CC4. Drug 2: C(CN)CNCCSP(=O)(O)O. Cell line: RPMI-8226. Synergy scores: CSS=30.7, Synergy_ZIP=0.350, Synergy_Bliss=0.250, Synergy_Loewe=-39.6, Synergy_HSA=-0.0335. (5) Drug 1: COC1=C(C=C2C(=C1)N=CN=C2NC3=CC(=C(C=C3)F)Cl)OCCCN4CCOCC4. Drug 2: CC1CCC2CC(C(=CC=CC=CC(CC(C(=O)C(C(C(=CC(C(=O)CC(OC(=O)C3CCCCN3C(=O)C(=O)C1(O2)O)C(C)CC4CCC(C(C4)OC)O)C)C)O)OC)C)C)C)OC. Cell line: NCI/ADR-RES. Synergy scores: CSS=27.0, Synergy_ZIP=-6.34, Synergy_Bliss=1.44, Synergy_Loewe=3.51, Synergy_HSA=3.48.